From a dataset of Full USPTO retrosynthesis dataset with 1.9M reactions from patents (1976-2016). Predict the reactants needed to synthesize the given product. Given the product [NH2:57][C:53]1[CH:52]=[C:51]([CH:56]=[CH:55][CH:54]=1)[CH2:50][N:47]1[CH2:48][CH2:49][N:45]([C@@H:3]([C:2]([CH3:61])([CH3:1])[CH3:62])[C:4]([NH:6][C@@H:7]([CH2:38][C:39]2[CH:44]=[CH:43][CH:42]=[CH:41][CH:40]=2)[C@@H:8]([OH:37])[CH2:9][C@@H:10]([NH:24][C:25]([C@@H:27]([NH:32][C:33](=[O:36])[O:34][CH3:35])[C:28]([CH3:31])([CH3:30])[CH3:29])=[O:26])[CH2:11][C:12]2[CH:13]=[CH:14][C:15]([C:18]3[CH:23]=[CH:22][CH:21]=[CH:20][N:19]=3)=[CH:16][CH:17]=2)=[O:5])[C:46]1=[O:60], predict the reactants needed to synthesize it. The reactants are: [CH3:1][C:2]([CH3:62])([CH3:61])[C@H:3]([N:45]1[CH2:49][CH2:48][N:47]([CH2:50][C:51]2[CH:56]=[CH:55][CH:54]=[C:53]([N+:57]([O-])=O)[CH:52]=2)[C:46]1=[O:60])[C:4]([NH:6][C@@H:7]([CH2:38][C:39]1[CH:44]=[CH:43][CH:42]=[CH:41][CH:40]=1)[C@@H:8]([OH:37])[CH2:9][C@@H:10]([NH:24][C:25]([C@@H:27]([NH:32][C:33](=[O:36])[O:34][CH3:35])[C:28]([CH3:31])([CH3:30])[CH3:29])=[O:26])[CH2:11][C:12]1[CH:17]=[CH:16][C:15]([C:18]2[CH:23]=[CH:22][CH:21]=[CH:20][N:19]=2)=[CH:14][CH:13]=1)=[O:5].